This data is from Catalyst prediction with 721,799 reactions and 888 catalyst types from USPTO. The task is: Predict which catalyst facilitates the given reaction. (1) Reactant: [C:1]([O:5][C:6]([N:8]1[CH2:13][CH2:12][CH:11]([CH2:14][CH:15](O)[CH2:16][C:17](=[O:24])[C:18]2[CH:23]=[CH:22][N:21]=[CH:20][CH:19]=2)[CH2:10][CH2:9]1)=[O:7])([CH3:4])([CH3:3])[CH3:2].CCN(CC)CC.CS(Cl)(=O)=O. Product: [C:1]([O:5][C:6]([N:8]1[CH2:9][CH2:10][CH:11]([CH2:14]/[CH:15]=[CH:16]\[C:17](=[O:24])[C:18]2[CH:23]=[CH:22][N:21]=[CH:20][CH:19]=2)[CH2:12][CH2:13]1)=[O:7])([CH3:4])([CH3:2])[CH3:3]. The catalyst class is: 2. (2) Reactant: [CH3:1][O:2][C:3]([N:5]1[CH2:9][CH:8]([C:10]2[CH:15]=[CH:14][C:13]([O:16][CH3:17])=[C:12]([O:18][CH:19]3[CH2:23][CH2:22][CH2:21][CH2:20]3)[CH:11]=2)[C@:7]([C:25](=O)[CH3:26])([CH3:24])[CH2:6]1)=[O:4].C(O)(=O)C.[CH3:32][NH:33][NH2:34]. Product: [CH3:1][O:2][C:3]([N:5]1[CH2:9][CH:8]([C:10]2[CH:15]=[CH:14][C:13]([O:16][CH3:17])=[C:12]([O:18][CH:19]3[CH2:23][CH2:22][CH2:21][CH2:20]3)[CH:11]=2)[C@@:7]([CH3:24])([C:25](=[N:34][NH:33][CH3:32])[CH3:26])[CH2:6]1)=[O:4]. The catalyst class is: 5.